Dataset: Forward reaction prediction with 1.9M reactions from USPTO patents (1976-2016). Task: Predict the product of the given reaction. (1) The product is: [CH3:1][O:2][C:3]([C:5]1[C:14]([O:15][CH2:16][C:17]2[CH:18]=[CH:19][CH:20]=[CH:21][CH:22]=2)=[CH:13][C:12]2[C:7](=[CH:8][C:9]([O:23][CH2:24][CH2:25][O:26][C:75]3[CH:76]=[CH:77][CH:78]=[C:68]([O:67][CH2:60][C:61]4[CH:62]=[CH:63][CH:64]=[CH:65][CH:66]=4)[C:69]=3[C:70](=[O:71])[N:72]([CH3:73])[CH3:74])=[CH:10][CH:11]=2)[CH:6]=1)=[O:4]. Given the reactants [CH3:1][O:2][C:3]([C:5]1[C:14]([O:15][CH2:16][C:17]2[CH:22]=[CH:21][CH:20]=[CH:19][CH:18]=2)=[CH:13][C:12]2[C:7](=[CH:8][C:9]([O:23][CH2:24][CH2:25][OH:26])=[CH:10][CH:11]=2)[CH:6]=1)=[O:4].C1(P(C2C=CC=CC=2)C2C=CC=CC=2)C=CC=CC=1.CC(OC(/N=N/C(OC(C)C)=O)=O)C.[CH2:60]([O:67][C:68]1[CH:78]=[CH:77][CH:76]=[C:75](O)[C:69]=1[C:70]([N:72]([CH3:74])[CH3:73])=[O:71])[C:61]1[CH:66]=[CH:65][CH:64]=[CH:63][CH:62]=1, predict the reaction product. (2) The product is: [CH:16]([C:18]1[CH:23]=[CH:22][C:21]([C:2]2[CH:7]=[CH:6][C:5]([CH:8]([CH3:15])[CH2:9][NH:10][S:11]([CH3:14])(=[O:13])=[O:12])=[CH:4][CH:3]=2)=[CH:20][CH:19]=1)=[O:17]. Given the reactants Br[C:2]1[CH:7]=[CH:6][C:5]([CH:8]([CH3:15])[CH2:9][NH:10][S:11]([CH3:14])(=[O:13])=[O:12])=[CH:4][CH:3]=1.[CH:16]([C:18]1[CH:23]=[CH:22][C:21](B(O)O)=[CH:20][CH:19]=1)=[O:17].C(=O)([O-])[O-].[K+].[K+].O, predict the reaction product. (3) The product is: [NH3:9].[Cl:1][C:2]1[C:3]([CH2:4][N:12]([CH3:11])[CH2:13][CH:14]([C:16]2[C:21]([CH3:22])=[CH:20][CH:19]=[CH:18][N:17]=2)[OH:15])=[CH:6][CH:7]=[C:8]([Cl:10])[N:9]=1. Given the reactants [Cl:1][C:2]1[N:9]=[C:8]([Cl:10])[CH:7]=[CH:6][C:3]=1[CH:4]=O.[CH3:11][NH:12][CH2:13][CH:14]([C:16]1[C:21]([CH3:22])=[CH:20][CH:19]=[CH:18][N:17]=1)[OH:15].C(O)(=O)C.C([BH3-])#N.[Na+], predict the reaction product. (4) Given the reactants [CH3:1][O:2][C:3]1[CH:4]=[C:5]([CH:33]=[CH:34][C:35]=1[O:36][CH3:37])[CH2:6][CH:7]1[C:16]2[C:11](=[CH:12][C:13]([O:18][CH3:19])=[C:14]([OH:17])[CH:15]=2)[CH2:10][CH2:9][N:8]1[CH2:20][C:21]([NH:23][CH:24]1[C:32]2[C:27](=[CH:28][CH:29]=[CH:30][CH:31]=2)[CH2:26][CH2:25]1)=[O:22].[CH:38]1([CH2:41]Br)[CH2:40][CH2:39]1, predict the reaction product. The product is: [CH3:1][O:2][C:3]1[CH:4]=[C:5]([CH:33]=[CH:34][C:35]=1[O:36][CH3:37])[CH2:6][CH:7]1[C:16]2[C:11](=[CH:12][C:13]([O:18][CH3:19])=[C:14]([O:17][CH2:41][CH:38]3[CH2:40][CH2:39]3)[CH:15]=2)[CH2:10][CH2:9][N:8]1[CH2:20][C:21]([NH:23][CH:24]1[C:32]2[C:27](=[CH:28][CH:29]=[CH:30][CH:31]=2)[CH2:26][CH2:25]1)=[O:22]. (5) Given the reactants [BH4-].[Na+].[F:3][C:4]([F:35])([F:34])[C:5]1[CH:6]=[C:7]([C@H:15]([O:17][C@@H:18]2[C@@H:23]([C:24]3[CH:29]=[CH:28][C:27]([F:30])=[C:26]([F:31])[CH:25]=3)[C@H:22]([CH:32]=[O:33])[CH2:21][CH2:20][O:19]2)[CH3:16])[CH:8]=[C:9]([C:11]([F:14])([F:13])[F:12])[CH:10]=1, predict the reaction product. The product is: [F:35][C:4]([F:3])([F:34])[C:5]1[CH:6]=[C:7]([C@H:15]([O:17][C@@H:18]2[C@@H:23]([C:24]3[CH:29]=[CH:28][C:27]([F:30])=[C:26]([F:31])[CH:25]=3)[C@H:22]([CH2:32][OH:33])[CH2:21][CH2:20][O:19]2)[CH3:16])[CH:8]=[C:9]([C:11]([F:12])([F:13])[F:14])[CH:10]=1. (6) Given the reactants [Br:1][C:2]1[CH:3]=[C:4]([CH3:12])[C:5]2[N:9]=[C:8]([CH3:10])[NH:7][C:6]=2[CH:11]=1.Br[CH2:14][C:15]1[CH:20]=[CH:19][C:18]([O:21][CH2:22][CH3:23])=[CH:17][C:16]=1[Cl:24], predict the reaction product. The product is: [Br:1][C:2]1[CH:3]=[C:4]([CH3:12])[C:5]2[N:9]=[C:8]([CH3:10])[N:7]([CH2:14][C:15]3[CH:20]=[CH:19][C:18]([O:21][CH2:22][CH3:23])=[CH:17][C:16]=3[Cl:24])[C:6]=2[CH:11]=1. (7) Given the reactants C([O:5][C:6]([NH:8][CH2:9][C:10]1[O:14][N:13]=[C:12]([C@@H:15]2[CH2:19][C:18](=[N:20][O:21][CH3:22])[CH2:17][N:16]2[C:23]([C:25]2[CH:30]=[CH:29][C:28]([C:31]3[CH:36]=[CH:35][CH:34]=[CH:33][CH:32]=3)=[CH:27][CH:26]=2)=[O:24])[N:11]=1)=O)(C)(C)C.C(O)(C(F)(F)F)=O.C(Cl)Cl.C(=O)([O-])[O-].[Na+].[Na+].[CH3:53][N:54]([CH3:60])[CH2:55][CH2:56]C(O)=O.C(Cl)CCl, predict the reaction product. The product is: [C:28]1([C:31]2[CH:36]=[CH:35][CH:34]=[CH:33][CH:32]=2)[CH:29]=[CH:30][C:25]([C:23]([N:16]2[CH2:17][C:18](=[N:20][O:21][CH3:22])[CH2:19][C@H:15]2[C:12]2[N:11]=[C:10]([CH2:9][NH:8][C:6](=[O:5])[CH2:56][CH2:55][N:54]([CH3:60])[CH3:53])[O:14][N:13]=2)=[O:24])=[CH:26][CH:27]=1. (8) Given the reactants O.[OH-].[Li+].C([O:6][C:7]([CH:9]1[CH2:14][CH2:13][CH2:12][CH2:11][N:10]1[C:15]([C:17]1[O:18][C:19]([CH2:22][O:23][C:24]2[CH:29]=[CH:28][C:27]([C:30]3[CH:35]=[CH:34][CH:33]=[CH:32][CH:31]=3)=[CH:26][CH:25]=2)=[CH:20][CH:21]=1)=[O:16])=[O:8])C, predict the reaction product. The product is: [C:27]1([C:30]2[CH:31]=[CH:32][CH:33]=[CH:34][CH:35]=2)[CH:26]=[CH:25][C:24]([O:23][CH2:22][C:19]2[O:18][C:17]([C:15]([N:10]3[CH2:11][CH2:12][CH2:13][CH2:14][CH:9]3[C:7]([OH:8])=[O:6])=[O:16])=[CH:21][CH:20]=2)=[CH:29][CH:28]=1. (9) Given the reactants [Cl:1][C:2]1[CH:7]=[C:6]([C:8]([F:11])([F:10])[F:9])[CH:5]=[C:4]([Cl:12])[C:3]=1[N:13]1[C:17]([N:18]([CH2:20][CH:21]([OH:24])[CH2:22][OH:23])[CH3:19])=[C:16]([S:25]([C:28]([F:31])([F:30])[F:29])(=[O:27])=[O:26])[C:15]([C:32]#[N:33])=[N:14]1.C(N(C(C)C)CC)(C)C.C1C[O:46][CH2:45]C1.CCCCCCC.C(OCC)(=O)C, predict the reaction product. The product is: [Cl:12][C:4]1[CH:5]=[C:6]([C:8]([F:11])([F:10])[F:9])[CH:7]=[C:2]([Cl:1])[C:3]=1[N:13]1[C:17]([N:18]([CH3:19])[CH2:20][CH:21]2[CH2:22][O:23][C:45](=[O:46])[O:24]2)=[C:16]([S:25]([C:28]([F:31])([F:29])[F:30])(=[O:26])=[O:27])[C:15]([C:32]#[N:33])=[N:14]1. (10) Given the reactants [Cl:1][C:2]1[CH:24]=[CH:23][C:5]([C:6]([C:8]2[CH:9]=[C:10]3[C:15](=[CH:16][CH:17]=2)[N:14]([CH3:18])[C:13](=[O:19])[CH:12]=[C:11]3[C:20]([NH2:22])=O)=[O:7])=[CH:4][CH:3]=1, predict the reaction product. The product is: [Cl:1][C:2]1[CH:3]=[CH:4][C:5]([C:6]([C:8]2[CH:9]=[C:10]3[C:15](=[CH:16][CH:17]=2)[N:14]([CH3:18])[C:13](=[O:19])[CH:12]=[C:11]3[C:20]#[N:22])=[O:7])=[CH:23][CH:24]=1.